This data is from Catalyst prediction with 721,799 reactions and 888 catalyst types from USPTO. The task is: Predict which catalyst facilitates the given reaction. (1) Reactant: [C:1]12([CH2:11][S:12]([O-:15])(=[O:14])=[O:13])[C:8]([CH3:10])([CH3:9])[CH:5]([CH2:6][CH2:7]1)[CH2:4][C:2]2=[O:3].[NH+:16]12[CH2:23][CH2:22][CH:19]([CH2:20][CH2:21]1)[CH2:18][CH2:17]2.[C:24](=[O:27])(O)[O-].[Na+].Cl[C:30]1[N:35]=[C:34](OC)[N:33]=[C:32](OC)[N:31]=1. Product: [C:1]12([CH2:11][S:12]([O-:15])(=[O:13])=[O:14])[C:8]([CH3:10])([CH3:9])[CH:5]([CH2:6][CH2:7]1)[CH2:4][C:2]2=[O:3].[CH3:24][O:27][N:31]1[CH2:32][N:33]([O:3][CH3:2])[CH2:34][N:35]([N+:16]23[CH2:23][CH2:22][CH:19]([CH2:20][CH2:21]2)[CH2:18][CH2:17]3)[CH2:30]1. The catalyst class is: 10. (2) Reactant: [Br:1][C:2]1[CH:3]=[CH:4][C:5]([F:18])=[C:6]([C:8]2([CH3:17])[NH:13][C:12](=O)[CH2:11][N:10]([CH3:15])[C:9]2=[O:16])[CH:7]=1.COC1C=CC(P2(SP(C3C=CC(OC)=CC=3)(=S)S2)=[S:28])=CC=1. Product: [Br:1][C:2]1[CH:3]=[CH:4][C:5]([F:18])=[C:6]([C:8]2([CH3:17])[NH:13][C:12](=[S:28])[CH2:11][N:10]([CH3:15])[C:9]2=[O:16])[CH:7]=1. The catalyst class is: 1. (3) Reactant: [NH:1]1[CH2:5][CH2:4][CH2:3][CH2:2]1.C(O[BH-](OC(=O)C)OC(=O)C)(=O)C.[Na+].[Br:20][C:21]1[CH:28]=[C:27]([F:29])[C:24]([CH:25]=O)=[C:23]([F:30])[CH:22]=1.OS([O-])(=O)=O.[Na+]. Product: [Br:20][C:21]1[CH:28]=[C:27]([F:29])[C:24]([CH2:25][N:1]2[CH2:5][CH2:4][CH2:3][CH2:2]2)=[C:23]([F:30])[CH:22]=1. The catalyst class is: 46. (4) Reactant: O[CH2:2][C:3]1[C:12]([C:13]2[CH:18]=[CH:17][C:16]([O:19][CH2:20][O:21][CH3:22])=[CH:15][C:14]=2[O:23][CH3:24])=[CH:11][CH:10]=[C:9]2[C:4]=1[C:5]([CH3:27])=[CH:6][C:7]([CH3:26])([CH3:25])[NH:8]2.C(N(CC)CC)C.CS([Cl:39])(=O)=O.C(Cl)(Cl)Cl. Product: [Cl:39][CH2:2][C:3]1[C:12]([C:13]2[CH:18]=[CH:17][C:16]([O:19][CH2:20][O:21][CH3:22])=[CH:15][C:14]=2[O:23][CH3:24])=[CH:11][CH:10]=[C:9]2[C:4]=1[C:5]([CH3:27])=[CH:6][C:7]([CH3:26])([CH3:25])[NH:8]2. The catalyst class is: 34. (5) Reactant: [H-].[Na+].[Cl:3][C:4]1[C:9]([C:10]2[CH:15]=[CH:14][CH:13]=[CH:12][CH:11]=2)=[N:8][N:7]=[C:6]2[NH:16][N:17]=[C:18]([CH:19]3[CH2:21][CH2:20]3)[C:5]=12.Cl[CH2:23][C:24]([N:26]1[CH2:30][CH2:29][CH2:28][CH2:27]1)=[O:25]. Product: [Cl:3][C:4]1[C:9]([C:10]2[CH:15]=[CH:14][CH:13]=[CH:12][CH:11]=2)=[N:8][N:7]=[C:6]2[N:16]([CH2:23][C:24]([N:26]3[CH2:30][CH2:29][CH2:28][CH2:27]3)=[O:25])[N:17]=[C:18]([CH:19]3[CH2:21][CH2:20]3)[C:5]=12. The catalyst class is: 248. (6) Reactant: [N:1]1([CH2:5][C:6]2[S:14][C:13]3[CH2:12][CH2:11][N:10](C(OC(C)(C)C)=O)[CH2:9][C:8]=3[CH:7]=2)[CH2:4][CH2:3][CH2:2]1.[ClH:22]. Product: [ClH:22].[ClH:22].[N:1]1([CH2:5][C:6]2[S:14][C:13]3[CH2:12][CH2:11][NH:10][CH2:9][C:8]=3[CH:7]=2)[CH2:4][CH2:3][CH2:2]1. The catalyst class is: 5. (7) Reactant: Br[C:2]1[CH:7]=[CH:6][C:5]([NH:8][C:9](=[O:11])[CH3:10])=[C:4]([CH3:12])[C:3]=1[F:13].[C:14]([Cu])#[N:15]. Product: [C:14]([C:2]1[CH:7]=[CH:6][C:5]([NH:8][C:9](=[O:11])[CH3:10])=[C:4]([CH3:12])[C:3]=1[F:13])#[N:15]. The catalyst class is: 3.